The task is: Predict the reaction yield, written as a fraction of the theoretical maximum amount of product (1.0 means a 100% yield; for example, 0.34 means a 34% yield).. This data is from Reaction yield outcomes from USPTO patents with 853,638 reactions. (1) The reactants are [F:1][C:2]([F:24])([F:23])[CH:3]([CH:12](C(OCC)=O)[C:13]([O:15]CC)=[O:14])[NH:4][C:5]1[CH:10]=[CH:9][C:8]([F:11])=[CH:7][CH:6]=1.[OH-].[Na+].FF. The catalyst is O.C(O)C. The product is [F:24][C:2]([F:1])([F:23])[CH:3]([NH:4][C:5]1[CH:10]=[CH:9][C:8]([F:11])=[CH:7][CH:6]=1)[CH2:12][C:13]([OH:15])=[O:14]. The yield is 0.150. (2) The catalyst is CN(C)C1C=CN=CC=1.CN(C)C=O.C(OCC)(=O)C.O. The yield is 0.980. The reactants are Cl.CN(C)CCCN=C=NCC.[C:13]1([S:23]([NH2:26])(=[O:25])=[O:24])[C:14]([S:19]([NH2:22])(=[O:21])=[O:20])=[CH:15][CH:16]=[CH:17][CH:18]=1.[Br:27][C:28]1[CH:36]=[CH:35][C:31]([C:32](O)=[O:33])=[CH:30][C:29]=1[O:37][CH2:38][CH2:39][O:40][CH2:41][C:42]([F:45])([F:44])[F:43].Cl. The product is [Br:27][C:28]1[CH:36]=[CH:35][C:31]([C:32]([NH:22][S:19]([C:14]2[CH:15]=[CH:16][CH:17]=[CH:18][C:13]=2[S:23](=[O:25])(=[O:24])[NH2:26])(=[O:21])=[O:20])=[O:33])=[CH:30][C:29]=1[O:37][CH2:38][CH2:39][O:40][CH2:41][C:42]([F:43])([F:45])[F:44]. (3) The reactants are [Cl:1][C:2]1[C:6]([CH2:7][CH3:8])=[C:5]([C:9]2[CH:10]=[C:11]([C:14]([O:16]C)=[O:15])[S:12][CH:13]=2)[N:4]([CH3:18])[N:3]=1.[OH-].[Na+]. The catalyst is O1CCCC1. The product is [Cl:1][C:2]1[C:6]([CH2:7][CH3:8])=[C:5]([C:9]2[CH:10]=[C:11]([C:14]([OH:16])=[O:15])[S:12][CH:13]=2)[N:4]([CH3:18])[N:3]=1. The yield is 0.870. (4) The reactants are C[C:2]1[CH:10]=[CH:9][C:5]([C:6]([OH:8])=[O:7])=[C:4]([N:11]([S:13]([C:16]2[CH:21]=[CH:20][C:19](F)=[CH:18][CH:17]=2)(=[O:15])=[O:14])[CH3:12])[C:3]=1[CH3:23].[OH:24][CH2:25][CH2:26][CH2:27][NH:28][C:29]([C:31]1[S:32][C:33]2[CH:39]=[CH:38][CH:37]=[CH:36][C:34]=2[CH:35]=1)=[O:30]. No catalyst specified. The product is [S:32]1[C:33]2[CH:39]=[CH:38][CH:37]=[CH:36][C:34]=2[CH:35]=[C:31]1[C:29]([NH:28][CH2:27][CH2:26][CH2:25][O:24][C:19]1[CH:20]=[CH:21][C:16]([S:13]([N:11]([CH3:12])[C:4]2[C:3]([CH3:23])=[CH:2][CH:10]=[CH:9][C:5]=2[C:6]([OH:8])=[O:7])(=[O:14])=[O:15])=[CH:17][CH:18]=1)=[O:30]. The yield is 0.190. (5) The reactants are [CH3:1][O:2][C:3](=[O:19])[CH:4]=[CH:5][C:6]1[CH:11]=[CH:10][CH:9]=[C:8]([CH2:12][NH:13][S:14]([CH2:17]Br)(=[O:16])=[O:15])[CH:7]=1.[N-:20]=[N+:21]=[N-:22].[Na+]. The catalyst is CN(C=O)C.C(OCC)(=O)C. The product is [CH3:1][O:2][C:3](=[O:19])[CH:4]=[CH:5][C:6]1[CH:11]=[CH:10][CH:9]=[C:8]([CH2:12][NH:13][S:14]([CH2:17][N:20]=[N+:21]=[N-:22])(=[O:16])=[O:15])[CH:7]=1. The yield is 0.900. (6) The yield is 0.260. The product is [CH:18]1([C:16]([NH:15][C:13]2[N:14]=[C:9]3[CH:8]=[CH:7][C:6]([O:5][C:4]4[CH:21]=[CH:22][C:23]([F:24])=[C:2]([NH:1][C:31]([C:26]5[CH:27]=[N:28][CH:29]=[CH:30][N:25]=5)=[O:32])[CH:3]=4)=[N:11][N:10]3[CH:12]=2)=[O:17])[CH2:20][CH2:19]1. The catalyst is CN(C)C(=O)C. The reactants are [NH2:1][C:2]1[CH:3]=[C:4]([CH:21]=[CH:22][C:23]=1[F:24])[O:5][C:6]1[CH:7]=[CH:8][C:9]2[N:10]([CH:12]=[C:13]([NH:15][C:16]([CH:18]3[CH2:20][CH2:19]3)=[O:17])[N:14]=2)[N:11]=1.[N:25]1[CH:30]=[CH:29][N:28]=[CH:27][C:26]=1[C:31](Cl)=[O:32].